This data is from Forward reaction prediction with 1.9M reactions from USPTO patents (1976-2016). The task is: Predict the product of the given reaction. (1) Given the reactants [N+:1]([C:4]1[C:5]([O:10][CH:11]2[CH2:14][N:13]([C:15]([O:17][C:18]([CH3:21])([CH3:20])[CH3:19])=[O:16])[CH2:12]2)=[N:6][CH:7]=[CH:8][CH:9]=1)([O-])=O.C([O-])=O.[NH4+], predict the reaction product. The product is: [NH2:1][C:4]1[C:5]([O:10][CH:11]2[CH2:14][N:13]([C:15]([O:17][C:18]([CH3:21])([CH3:20])[CH3:19])=[O:16])[CH2:12]2)=[N:6][CH:7]=[CH:8][CH:9]=1. (2) Given the reactants [OH:1][CH2:2][C:3]1[NH:8][C:7](=[O:9])[CH:6]=[CH:5][CH:4]=1.Br[CH2:11][C:12]([O:14][C:15]([CH3:18])([CH3:17])[CH3:16])=[O:13], predict the reaction product. The product is: [C:15]([O:14][C:12](=[O:13])[CH2:11][O:9][C:7]1[CH:6]=[CH:5][CH:4]=[C:3]([CH2:2][OH:1])[N:8]=1)([CH3:18])([CH3:17])[CH3:16].